The task is: Predict the reactants needed to synthesize the given product.. This data is from Full USPTO retrosynthesis dataset with 1.9M reactions from patents (1976-2016). (1) Given the product [CH:32]1([CH2:31][C:19]([C:21]2[CH:22]=[CH:23][C:24]([S:27][CH3:28])=[CH:25][CH:26]=2)([C:11]2[NH:10][C:14]3=[N:15][CH:16]=[CH:17][CH:18]=[C:13]3[CH:12]=2)[OH:20])[CH2:35][CH2:34][CH2:33]1, predict the reactants needed to synthesize it. The reactants are: C1(S([N:10]2[C:14]3=[N:15][CH:16]=[CH:17][CH:18]=[C:13]3[CH:12]=[C:11]2[C:19]([C:21]2[CH:26]=[CH:25][C:24]([S:27][CH3:28])=[CH:23][CH:22]=2)=[O:20])(=O)=O)C=CC=CC=1.[Mg].Br[CH2:31][CH:32]1[CH2:35][CH2:34][CH2:33]1.II. (2) Given the product [ClH:1].[CH3:2][O:3][CH2:4][C:5](=[NH:6])[O:9][CH2:7][CH3:8], predict the reactants needed to synthesize it. The reactants are: [ClH:1].[CH3:2][O:3][CH2:4][C:5]#[N:6].[CH2:7]([OH:9])[CH3:8]. (3) Given the product [CH3:23][N:24]([CH3:25])[C:2]1[S:3][C:4]([CH2:7][N:8]2[CH2:12][CH:11]([C:13]3[CH:18]=[C:17]([F:19])[CH:16]=[C:15]([F:20])[C:14]=3[F:21])[CH2:10][C:9]2=[O:22])=[CH:5][N:6]=1, predict the reactants needed to synthesize it. The reactants are: Cl[C:2]1[S:3][C:4]([CH2:7][N:8]2[CH2:12][CH:11]([C:13]3[CH:18]=[C:17]([F:19])[CH:16]=[C:15]([F:20])[C:14]=3[F:21])[CH2:10][C:9]2=[O:22])=[CH:5][N:6]=1.[CH3:23][NH:24][CH3:25].O[Li].O.